Task: Regression. Given a peptide amino acid sequence and an MHC pseudo amino acid sequence, predict their binding affinity value. This is MHC class II binding data.. Dataset: Peptide-MHC class II binding affinity with 134,281 pairs from IEDB The peptide sequence is TEAVQKIATESIVIWGKTPKFRL. The MHC is HLA-DQA10101-DQB10501 with pseudo-sequence HLA-DQA10101-DQB10501. The binding affinity (normalized) is 0.